From a dataset of Forward reaction prediction with 1.9M reactions from USPTO patents (1976-2016). Predict the product of the given reaction. (1) Given the reactants [C:1]([OH:9])(=O)[C:2]1[CH:7]=[CH:6][CH:5]=[N:4][CH:3]=1.C1(P([N:24]=[N+:25]=[N-:26])(C2C=CC=CC=2)=O)C=CC=CC=1.C(N(CC)CC)C.O, predict the reaction product. The product is: [C:1]([N:24]=[N+:25]=[N-:26])(=[O:9])[C:2]1[CH:7]=[CH:6][CH:5]=[N:4][CH:3]=1. (2) Given the reactants [O:1]([CH:8]([C:10]1[N:15]=[N:14][C:13]([C:16]([OH:18])=O)=[CH:12][CH:11]=1)[CH3:9])[C:2]1[CH:7]=[CH:6][CH:5]=[CH:4][CH:3]=1.[NH2:19][CH2:20][C:21]1[C:22]([OH:29])=[N:23][C:24]([CH3:28])=[CH:25][C:26]=1[CH3:27].ON1C2C=CC=CC=2N=N1.Cl.CN(C)CCCN=C=NCC, predict the reaction product. The product is: [OH:29][C:22]1[C:21]([CH2:20][NH:19][C:16]([C:13]2[N:14]=[N:15][C:10]([CH:8]([O:1][C:2]3[CH:3]=[CH:4][CH:5]=[CH:6][CH:7]=3)[CH3:9])=[CH:11][CH:12]=2)=[O:18])=[C:26]([CH3:27])[CH:25]=[C:24]([CH3:28])[N:23]=1. (3) Given the reactants I[C:2]1[CH:30]=[CH:29][C:5]([C:6]([NH:8][C:9]2[CH:14]=[CH:13][C:12]([C:15]3[CH:20]=[CH:19][C:18]([O:21][CH:22]4[CH2:27][CH2:26][N:25]([CH3:28])[CH2:24][CH2:23]4)=[CH:17][CH:16]=3)=[CH:11][CH:10]=2)=[O:7])=[CH:4][CH:3]=1.CN1CCC(O[C:39]2[CH:44]=[CH:43][C:42]([C:39]3[CH:44]=[CH:43][CH:42]=[C:41](N)[CH:40]=3)=[CH:41][CH:40]=2)CC1.C(N(CC)CC)C, predict the reaction product. The product is: [CH3:28][N:25]1[CH2:26][CH2:27][CH:22]([O:21][C:18]2[CH:19]=[CH:20][C:15]([C:12]3[CH:13]=[CH:14][C:9]([NH:8][C:6]([C:5]4[CH:29]=[CH:30][C:2]([C:39]5[CH:44]=[CH:43][CH:42]=[CH:41][CH:40]=5)=[CH:3][CH:4]=4)=[O:7])=[CH:10][CH:11]=3)=[CH:16][CH:17]=2)[CH2:23][CH2:24]1. (4) Given the reactants [CH3:1][Si:2]1([CH3:12])[O:7][Si:6]([CH3:9])([CH3:8])[O:5][Si:4]([CH3:11])([CH3:10])[O:3]1.Cl[CH:14]([SiH3:16])Cl.CN(C)P(=[O:26])(N(C)C)N(C)C.C(OC(C)C)(C)C, predict the reaction product. The product is: [CH3:14][SiH:16]1[O:3][Si:4]([CH3:10])([CH3:11])[O:5][Si:6]([CH3:8])([CH3:9])[O:7][Si:2]([CH3:1])([CH3:12])[O:26]1. (5) Given the reactants [NH:1]1[CH:5]=[CH:4][CH:3]=[C:2]1[CH:6]=[O:7].[H-].[Na+].[C:10](O[C:10]([O:12][C:13]([CH3:16])([CH3:15])[CH3:14])=[O:11])([O:12][C:13]([CH3:16])([CH3:15])[CH3:14])=[O:11], predict the reaction product. The product is: [C:10]([N:1]1[CH:5]=[CH:4][CH:3]=[C:2]1[CH:6]=[O:7])([O:12][C:13]([CH3:16])([CH3:15])[CH3:14])=[O:11]. (6) Given the reactants [CH3:1][C:2]1[N:7]([C:8]2[CH:13]=[CH:12][CH:11]=[C:10]([C:14]([F:17])([F:16])[F:15])[CH:9]=2)[C:6](=[O:18])[C:5]([C:19]([NH:21][CH2:22][C:23]2[CH:28]=[CH:27][C:26]([S:29]([CH3:32])(=[O:31])=[O:30])=[CH:25][CH:24]=2)=[O:20])=[CH:4][C:3]=1[S:33]([CH3:35])=[O:34].[OH:36]O, predict the reaction product. The product is: [CH3:1][C:2]1[N:7]([C:8]2[CH:13]=[CH:12][CH:11]=[C:10]([C:14]([F:16])([F:17])[F:15])[CH:9]=2)[C:6](=[O:18])[C:5]([C:19]([NH:21][CH2:22][C:23]2[CH:24]=[CH:25][C:26]([S:29]([CH3:32])(=[O:30])=[O:31])=[CH:27][CH:28]=2)=[O:20])=[CH:4][C:3]=1[S:33]([CH3:35])(=[O:36])=[O:34].